This data is from Forward reaction prediction with 1.9M reactions from USPTO patents (1976-2016). The task is: Predict the product of the given reaction. (1) Given the reactants C([O:4][C:5]1[CH:10]=[CH:9][CH:8]=[C:7]([O:11][CH2:12][CH:13]=[CH2:14])[CH:6]=1)(=O)C.[OH-].[Na+].CO, predict the reaction product. The product is: [CH2:12]([O:11][C:7]1[CH:6]=[C:5]([OH:4])[CH:10]=[CH:9][CH:8]=1)[CH:13]=[CH2:14]. (2) The product is: [Cl:6][C:7]1[CH:8]=[C:9]([NH:21][C:22]2[C:31]3[C:26](=[CH:27][CH:28]=[CH:29][C:30]=3[O:32][CH2:33][CH2:34][N:35]([CH2:36][CH2:37][O:38][CH3:39])[C:1](=[O:5])[CH2:2][OH:3])[N:25]=[CH:24][N:23]=2)[CH:10]=[CH:11][C:12]=1[O:13][CH2:14][C:15]1[CH:20]=[CH:19][CH:18]=[CH:17][N:16]=1. Given the reactants [C:1]([OH:5])(=O)[CH2:2][OH:3].[Cl:6][C:7]1[CH:8]=[C:9]([NH:21][C:22]2[C:31]3[C:26](=[CH:27][CH:28]=[CH:29][C:30]=3[O:32][CH2:33][CH2:34][NH:35][CH2:36][CH2:37][O:38][CH3:39])[N:25]=[CH:24][N:23]=2)[CH:10]=[CH:11][C:12]=1[O:13][CH2:14][C:15]1[CH:20]=[CH:19][CH:18]=[CH:17][N:16]=1, predict the reaction product. (3) Given the reactants [CH3:1][C:2]1([CH2:5][C:6]2([C:27]3[CH:32]=[CH:31][CH:30]=[CH:29][CH:28]=3)[O:11][C:10](=[O:12])[N:9]([C:13]([C:16]3[N:17]=[N:18][N:19]([C:21]4[CH:26]=[CH:25][CH:24]=[CH:23][CH:22]=4)[CH:20]=3)([CH3:15])[CH3:14])[CH2:8][CH2:7]2)[CH2:4][O:3]1.O.OO.[O-]S([O-])(=S)=O.[Na+].[Na+], predict the reaction product. The product is: [OH:3][C:2]([CH3:4])([CH3:1])[CH2:5][C:6]1([C:27]2[CH:32]=[CH:31][CH:30]=[CH:29][CH:28]=2)[O:11][C:10](=[O:12])[N:9]([C:13]([C:16]2[N:17]=[N:18][N:19]([C:21]3[CH:22]=[CH:23][CH:24]=[CH:25][CH:26]=3)[CH:20]=2)([CH3:15])[CH3:14])[CH2:8][CH2:7]1. (4) Given the reactants C[O:2][C:3](=[O:29])/[CH:4]=[CH:5]/[C:6]1[CH:7]=[CH:8][C:9]2[O:26][C:13]3([CH2:18][CH2:17][CH2:16][N:15]([C:19]([O:21][C:22]([CH3:25])([CH3:24])[CH3:23])=[O:20])[CH2:14]3)[NH:12][C:11](=[O:27])[C:10]=2[CH:28]=1.[OH-].[Na+], predict the reaction product. The product is: [C:22]([O:21][C:19]([N:15]1[CH2:16][CH2:17][CH2:18][C:13]2([NH:12][C:11](=[O:27])[C:10]3[CH:28]=[C:6](/[CH:5]=[CH:4]/[C:3]([OH:29])=[O:2])[CH:7]=[CH:8][C:9]=3[O:26]2)[CH2:14]1)=[O:20])([CH3:25])([CH3:23])[CH3:24]. (5) Given the reactants [NH2:1][C:2]1[CH:3]=[C:4]([C:9]2[S:31][C:12]3=[N:13][C:14]([N:18]4[CH2:23][CH2:22][N:21](C(OC(C)(C)C)=O)[CH2:20][CH2:19]4)=[CH:15][C:16](=[O:17])[N:11]3[N:10]=2)[CH:5]=[C:6]([Br:8])[CH:7]=1.[NH:32](C(OC(C)(C)C)=O)[CH2:33][C:34](O)=[O:35].CN(C(ON1N=NC2C=CC=NC1=2)=[N+](C)C)C.F[P-](F)(F)(F)(F)F.CCN(C(C)C)C(C)C, predict the reaction product. The product is: [NH2:32][CH2:33][C:34]([NH:1][C:2]1[CH:3]=[C:4]([C:9]2[S:31][C:12]3=[N:13][C:14]([N:18]4[CH2:19][CH2:20][NH:21][CH2:22][CH2:23]4)=[CH:15][C:16](=[O:17])[N:11]3[N:10]=2)[CH:5]=[C:6]([Br:8])[CH:7]=1)=[O:35]. (6) Given the reactants [OH:1][CH:2]([C:6]1[CH:11]=[CH:10][N:9]=[CH:8][C:7]=1[C:12]1[CH:19]=[CH:18][C:15]([C:16]#[N:17])=[C:14]([O:20][CH3:21])[CH:13]=1)[CH2:3][CH:4]=[CH2:5], predict the reaction product. The product is: [OH:1][CH:2]([C:6]1[CH:11]=[CH:10][N:9]=[CH:8][C:7]=1[C:12]1[CH:19]=[CH:18][C:15]([C:16]#[N:17])=[C:14]([O:20][CH3:21])[CH:13]=1)[CH2:3][CH2:4][CH3:5]. (7) Given the reactants ClC1C=CC(C(=C2CCN(S(C3C(C)=NNC=3C)(=O)=O)CC2)C(OC)=O)=CC=1.[CH3:29][C:30]1[C:34]([S:35](Cl)(=[O:37])=[O:36])=[C:33]([CH3:39])[NH:32][N:31]=1.Cl.[Cl:41][C:42]1[CH:47]=[CH:46][C:45]([C:48](=[C:51]2[CH2:56][CH2:55][NH:54][CH2:53][CH:52]2[CH3:57])[C:49]#[N:50])=[CH:44][CH:43]=1, predict the reaction product. The product is: [Cl:41][C:42]1[CH:47]=[CH:46][C:45]([C:48](=[C:51]2[CH2:56][CH2:55][N:54]([S:35]([C:34]3[C:33]([CH3:39])=[N:32][NH:31][C:30]=3[CH3:29])(=[O:37])=[O:36])[CH2:53][CH:52]2[CH3:57])[C:49]#[N:50])=[CH:44][CH:43]=1. (8) Given the reactants [C:1]([O:5][C:6](=[O:22])[NH:7][C:8]1[CH:13]=[C:12]([O:14][CH2:15][CH3:16])[C:11]([C:17]([F:20])([F:19])[F:18])=[CH:10][C:9]=1[NH2:21])([CH3:4])([CH3:3])[CH3:2].C([O:27][C:28](=O)[CH2:29][C:30]([C:32]1[CH:37]=[CH:36][N:35]=[C:34]([C:38]#[N:39])[CH:33]=1)=[O:31])(C)(C)C, predict the reaction product. The product is: [C:1]([O:5][C:6](=[O:22])[NH:7][C:8]1[CH:13]=[C:12]([O:14][CH2:15][CH3:16])[C:11]([C:17]([F:20])([F:19])[F:18])=[CH:10][C:9]=1[NH:21][C:28](=[O:27])[CH2:29][C:30]([C:32]1[CH:37]=[CH:36][N:35]=[C:34]([C:38]#[N:39])[CH:33]=1)=[O:31])([CH3:2])([CH3:3])[CH3:4]. (9) Given the reactants [CH3:1][C:2]1[CH:3]=[C:4]([CH2:9][CH2:10][C:11]([C:13]2[C:14]([CH:20]3[CH2:25][CH2:24][N:23]([C:26]([O:28][C:29]([CH3:32])([CH3:31])[CH3:30])=[O:27])[CH2:22][CH2:21]3)=[N:15][C:16]([CH3:19])=[N:17][CH:18]=2)=[O:12])[CH:5]=[C:6]([CH3:8])[CH:7]=1.[CH3:33][Mg]Br.[NH4+].[Cl-], predict the reaction product. The product is: [CH3:8][C:6]1[CH:5]=[C:4]([CH2:9][CH2:10][C:11]([C:13]2[C:14]([CH:20]3[CH2:21][CH2:22][N:23]([C:26]([O:28][C:29]([CH3:32])([CH3:31])[CH3:30])=[O:27])[CH2:24][CH2:25]3)=[N:15][C:16]([CH3:19])=[N:17][CH:18]=2)([OH:12])[CH3:33])[CH:3]=[C:2]([CH3:1])[CH:7]=1.